Dataset: Full USPTO retrosynthesis dataset with 1.9M reactions from patents (1976-2016). Task: Predict the reactants needed to synthesize the given product. (1) Given the product [Cl:1][C:2]1[CH:3]=[C:4]2[C:8](=[CH:9][CH:10]=1)[N:7]([S:40]([C:37]1[CH:38]=[CH:39][C:34]([O:33][CH3:32])=[CH:35][C:36]=1[O:44][C:45]([F:46])([F:47])[F:48])(=[O:42])=[O:41])[C:6](=[O:11])[C:5]2([N:21]1[CH2:30][C@H:29]([OH:31])[CH2:28][C@@H:22]1[C:23]([N:25]([CH3:27])[CH3:26])=[O:24])[C:12]1[CH:17]=[C:16]([CH3:18])[CH:15]=[CH:14][C:13]=1[O:19][CH3:20], predict the reactants needed to synthesize it. The reactants are: [Cl:1][C:2]1[CH:3]=[C:4]2[C:8](=[CH:9][CH:10]=1)[NH:7][C:6](=[O:11])[C:5]2([N:21]1[CH2:30][C@H:29]([OH:31])[CH2:28][C@@H:22]1[C:23]([N:25]([CH3:27])[CH3:26])=[O:24])[C:12]1[CH:17]=[C:16]([CH3:18])[CH:15]=[CH:14][C:13]=1[O:19][CH3:20].[CH3:32][O:33][C:34]1[CH:39]=[CH:38][C:37]([S:40](Cl)(=[O:42])=[O:41])=[C:36]([O:44][C:45]([F:48])([F:47])[F:46])[CH:35]=1. (2) The reactants are: [NH2:1][C:2]1[C:11]2[C:6](=[CH:7][CH:8]=[CH:9][C:10]=2[O:12][CH2:13][C:14]([CH3:19])([CH3:18])[C:15]([OH:17])=O)[N:5]=[C:4]([CH3:20])[C:3]=1[C:21]([O:23][CH2:24][CH3:25])=[O:22].[CH2:26]([NH2:30])[CH:27]([CH3:29])[CH3:28]. Given the product [NH2:1][C:2]1[C:11]2[C:6](=[CH:7][CH:8]=[CH:9][C:10]=2[O:12][CH2:13][C:14]([CH3:18])([CH3:19])[C:15]([NH:30][CH2:26][CH:27]([CH3:29])[CH3:28])=[O:17])[N:5]=[C:4]([CH3:20])[C:3]=1[C:21]([O:23][CH2:24][CH3:25])=[O:22], predict the reactants needed to synthesize it. (3) Given the product [F:10][C:8]1[CH:9]=[C:2]2[C:3]([C:4]([NH2:28])=[N:5][CH:15]=[N:16]2)=[CH:6][CH:7]=1, predict the reactants needed to synthesize it. The reactants are: F[C:2]1[CH:9]=[C:8]([F:10])[CH:7]=[CH:6][C:3]=1[C:4]#[N:5].C(O)(=O)C.[CH:15](N)=[NH:16].[H-].[Na+].C([O-])(O)=O.[Na+].CC([N:28](C)C)=O. (4) Given the product [Cl:8][C:9]1[CH:10]=[C:11]([C:16]([C@H:18]2[CH2:20][C@@H:19]2[C:21]([NH:24][C:25]2[CH:30]=[CH:29][CH:28]=[CH:27][CH:26]=2)=[O:23])=[O:17])[CH:12]=[CH:13][C:14]=1[Cl:15], predict the reactants needed to synthesize it. The reactants are: C(N(CC)CC)C.[Cl:8][C:9]1[CH:10]=[C:11]([C:16]([C@H:18]2[CH2:20][C@@H:19]2[C:21]([OH:23])=O)=[O:17])[CH:12]=[CH:13][C:14]=1[Cl:15].[NH2:24][C:25]1[CH:30]=[CH:29][CH:28]=[CH:27][CH:26]=1.C(Cl)CCl.C1C=CC2N(O)N=NC=2C=1. (5) The reactants are: [C:1]([C:3]1[CH:4]=[C:5]([C:14]2[O:18][N:17]=[C:16]([C:19]3[CH:27]=[CH:26][C:25]4[N:24]5[CH2:28][CH2:29][CH:30]([CH2:31][C:32]([OH:34])=[O:33])[C:23]5=[CH:22][C:21]=4[CH:20]=3)[N:15]=2)[CH:6]=[C:7]([O:9][C:10]([F:13])([F:12])[F:11])[CH:8]=1)#[N:2].[N-:35]=[N+:36]=[N-:37].[Na+].[Cl-].[NH4+]. Given the product [NH:35]1[C:1]([C:3]2[CH:4]=[C:5]([C:14]3[O:18][N:17]=[C:16]([C:19]4[CH:27]=[CH:26][C:25]5[N:24]6[CH2:28][CH2:29][CH:30]([CH2:31][C:32]([OH:34])=[O:33])[C:23]6=[CH:22][C:21]=5[CH:20]=4)[N:15]=3)[CH:6]=[C:7]([O:9][C:10]([F:13])([F:11])[F:12])[CH:8]=2)=[N:2][N:37]=[N:36]1, predict the reactants needed to synthesize it. (6) The reactants are: [O:1]=[S:2]1(=[O:32])[C:8]2[CH:9]=[CH:10][CH:11]=[CH:12][C:7]=2[CH2:6][N:5]([C:13]2[CH:22]=[C:21]([CH2:23][CH2:24][C:25]([O:27]CC)=[O:26])[C:20]3[C:15](=[CH:16][CH:17]=[C:18]([CH2:30][CH3:31])[CH:19]=3)[N:14]=2)[CH2:4][CH2:3]1.[OH-].[Li+].Cl. Given the product [O:32]=[S:2]1(=[O:1])[C:8]2[CH:9]=[CH:10][CH:11]=[CH:12][C:7]=2[CH2:6][N:5]([C:13]2[CH:22]=[C:21]([CH2:23][CH2:24][C:25]([OH:27])=[O:26])[C:20]3[C:15](=[CH:16][CH:17]=[C:18]([CH2:30][CH3:31])[CH:19]=3)[N:14]=2)[CH2:4][CH2:3]1, predict the reactants needed to synthesize it.